From a dataset of Catalyst prediction with 721,799 reactions and 888 catalyst types from USPTO. Predict which catalyst facilitates the given reaction. (1) The catalyst class is: 1. Reactant: [F-].C([N+](CCCC)(CCCC)CCCC)CCC.[Si]([O:36][CH2:37][CH2:38][O:39][CH2:40][C@H:41]([O:52][C:53]1[N:58]=[CH:57][N:56]=[C:55]2[N:59]([C:62]3[CH:67]=[CH:66][CH:65]=[CH:64][C:63]=3[Cl:68])[N:60]=[CH:61][C:54]=12)[C:42]([NH:44][C:45]1[CH:50]=[CH:49][C:48]([CH3:51])=[CH:47][N:46]=1)=[O:43])(C(C)(C)C)(C1C=CC=CC=1)C1C=CC=CC=1. Product: [Cl:68][C:63]1[CH:64]=[CH:65][CH:66]=[CH:67][C:62]=1[N:59]1[C:55]2=[N:56][CH:57]=[N:58][C:53]([O:52][C@@H:41]([CH2:40][O:39][CH2:38][CH2:37][OH:36])[C:42]([NH:44][C:45]3[CH:50]=[CH:49][C:48]([CH3:51])=[CH:47][N:46]=3)=[O:43])=[C:54]2[CH:61]=[N:60]1. (2) Reactant: [C:1]([O:5][C:6]([N:8]1[C@@H:12]([CH2:13][F:14])[C@@H:11]([C:15]2[CH:20]=[CH:19][C:18]([S:21][CH2:22][F:23])=[CH:17][CH:16]=2)[O:10][C:9]1([CH3:25])[CH3:24])=[O:7])([CH3:4])([CH3:3])[CH3:2].C1C=C(Cl)C=C(C(OO)=[O:34])C=1. Product: [C:1]([O:5][C:6]([N:8]1[C@@H:12]([CH2:13][F:14])[C@@H:11]([C:15]2[CH:16]=[CH:17][C:18]([S:21]([CH2:22][F:23])=[O:34])=[CH:19][CH:20]=2)[O:10][C:9]1([CH3:25])[CH3:24])=[O:7])([CH3:4])([CH3:2])[CH3:3]. The catalyst class is: 2. (3) Product: [CH:5]([O:4][C:2]([N:28]1[C:29]2[C:34](=[CH:33][C:32]([C:35]([F:38])([F:37])[F:36])=[CH:31][CH:30]=2)[C@@H:25]([NH:24][C:23]([O:22][CH2:15][C:16]2[CH:21]=[CH:20][CH:19]=[CH:18][CH:17]=2)=[O:41])[CH2:26][C@H:27]1[CH2:39][CH3:40])=[O:3])([CH3:7])[CH3:6]. Reactant: Cl[C:2]([O:4][CH:5]([CH3:7])[CH3:6])=[O:3].C1(C)C=CC=CC=1.[CH2:15]([O:22][C:23](=[O:41])[NH:24][C@@H:25]1[C:34]2[C:29](=[CH:30][CH:31]=[C:32]([C:35]([F:38])([F:37])[F:36])[CH:33]=2)[NH:28][C@H:27]([CH2:39][CH3:40])[CH2:26]1)[C:16]1[CH:21]=[CH:20][CH:19]=[CH:18][CH:17]=1.N1C=CC=CC=1.[OH-].[K+]. The catalyst class is: 4.